From a dataset of Catalyst prediction with 721,799 reactions and 888 catalyst types from USPTO. Predict which catalyst facilitates the given reaction. (1) Reactant: [Cl:1][C:2]1[CH:7]=[CH:6][C:5]([S:8]([C:11]2[S:20][C:14]3[NH:15][C:16](=O)[CH:17]=[CH:18][C:13]=3[C:12]=2[C:21]2[CH:26]=[CH:25][C:24]([Cl:27])=[CH:23][CH:22]=2)(=[O:10])=[O:9])=[CH:4][CH:3]=1.[N:28]1C=CC=CC=1.FC(F)(F)S(OS(C(F)(F)F)(=O)=O)(=O)=O.C([O-])(O)=O.[Na+]. Product: [NH2:28][C:16]1[N:15]=[C:14]2[S:20][C:11]([S:8]([C:5]3[CH:6]=[CH:7][C:2]([Cl:1])=[CH:3][CH:4]=3)(=[O:10])=[O:9])=[C:12]([C:21]3[CH:26]=[CH:25][C:24]([Cl:27])=[CH:23][CH:22]=3)[C:13]2=[CH:18][CH:17]=1. The catalyst class is: 3. (2) Reactant: [F:1][C:2]1[C:7]([CH2:8][OH:9])=[CH:6][CH:5]=[CH:4][C:3]=1[NH:10][S:11]([CH2:14][CH2:15][CH3:16])(=[O:13])=[O:12].CC(OI1(OC(C)=O)(OC(C)=O)OC(=O)C2C=CC=CC1=2)=O.O. Product: [F:1][C:2]1[C:7]([CH:8]=[O:9])=[CH:6][CH:5]=[CH:4][C:3]=1[NH:10][S:11]([CH2:14][CH2:15][CH3:16])(=[O:13])=[O:12]. The catalyst class is: 7. (3) Reactant: [CH:1]1([C:7]2[NH:8][CH:9]=[C:10]([C:12](N(OC)C)=[O:13])[N:11]=2)[CH2:6][CH2:5][CH2:4][CH2:3][CH2:2]1.[CH2:18](OCC)C.C[Mg]Br.C(=O)([O-])O.[Na+]. Product: [CH:1]1([C:7]2[NH:8][CH:9]=[C:10]([C:12](=[O:13])[CH3:18])[N:11]=2)[CH2:2][CH2:3][CH2:4][CH2:5][CH2:6]1. The catalyst class is: 7. (4) Reactant: [C:1]1([CH3:29])[CH:6]=[CH:5][C:4]([S:7][CH2:8][CH2:9][C:10]2[N:28]=[C:13]3[CH:14]([C:18]4[CH:23]=[CH:22][CH:21]=[CH:20][C:19]=4[C:24]([F:27])([F:26])[F:25])[CH2:15][CH2:16][CH2:17][N:12]3[N:11]=2)=[CH:3][CH:2]=1.C(OCC)(=[O:32])C.O. Product: [C:1]1([CH3:29])[CH:6]=[CH:5][C:4]([S:7]([CH2:8][CH2:9][C:10]2[N:28]=[C:13]3[CH:14]([C:18]4[CH:23]=[CH:22][CH:21]=[CH:20][C:19]=4[C:24]([F:26])([F:27])[F:25])[CH2:15][CH2:16][CH2:17][N:12]3[N:11]=2)=[O:32])=[CH:3][CH:2]=1. The catalyst class is: 24. (5) Reactant: [F:1][C:2]1[C:7]2[C:8]([C:18]([NH:20][CH3:21])=[O:19])=[C:9]([C:11]3[CH:16]=[CH:15][C:14]([F:17])=[CH:13][CH:12]=3)[O:10][C:6]=2[CH:5]=[CH:4][C:3]=1[C:22]1[CH:27]=[C:26]([C:28](=[O:40])[NH:29][C:30]2([C:34]3[N:39]=[CH:38][CH:37]=[CH:36][N:35]=3)[CH2:33][NH:32][CH2:31]2)[C:25]([O:41][CH3:42])=[CH:24][C:23]=1[CH3:43].C=O.[C:46]([BH3-])#N.[Na+]. Product: [F:1][C:2]1[C:7]2[C:8]([C:18]([NH:20][CH3:21])=[O:19])=[C:9]([C:11]3[CH:16]=[CH:15][C:14]([F:17])=[CH:13][CH:12]=3)[O:10][C:6]=2[CH:5]=[CH:4][C:3]=1[C:22]1[CH:27]=[C:26]([C:28](=[O:40])[NH:29][C:30]2([C:34]3[N:39]=[CH:38][CH:37]=[CH:36][N:35]=3)[CH2:31][N:32]([CH3:46])[CH2:33]2)[C:25]([O:41][CH3:42])=[CH:24][C:23]=1[CH3:43]. The catalyst class is: 5. (6) Reactant: [Br:1][C:2]1[CH:9]=[CH:8][C:5]([CH:6]=[O:7])=[CH:4][N:3]=1.[CH2:10](O)[CH2:11][OH:12].C1(C)C=CC(S(O)(=O)=O)=CC=1.O. Product: [Br:1][C:2]1[CH:9]=[CH:8][C:5]([CH:6]2[O:12][CH2:11][CH2:10][O:7]2)=[CH:4][N:3]=1. The catalyst class is: 11. (7) Reactant: [NH2:1][C:2]1[N:9]=[CH:8][CH:7]=[C:6]([CH3:10])[C:3]=1[C:4]#[N:5].Cl[CH2:12][CH:13]=O. Product: [CH3:10][C:6]1[CH:7]=[CH:8][N:9]2[CH:12]=[CH:13][N:1]=[C:2]2[C:3]=1[C:4]#[N:5]. The catalyst class is: 6.